From a dataset of Reaction yield outcomes from USPTO patents with 853,638 reactions. Predict the reaction yield, written as a fraction of the theoretical maximum amount of product (1.0 means a 100% yield; for example, 0.34 means a 34% yield). (1) The reactants are [Cl:1][C:2]1[CH:3]=[C:4]2[C:13](=[CH:14][N:15]=1)[C:12]1[N:8]([CH:9]=[C:10](I)[N:11]=1)[CH2:7][CH2:6][O:5]2.[Br-].[N:18]1[CH:23]=[CH:22][CH:21]=[CH:20][C:19]=1[Zn+]. The catalyst is C1COCC1.C1C=CC([P]([Pd]([P](C2C=CC=CC=2)(C2C=CC=CC=2)C2C=CC=CC=2)([P](C2C=CC=CC=2)(C2C=CC=CC=2)C2C=CC=CC=2)[P](C2C=CC=CC=2)(C2C=CC=CC=2)C2C=CC=CC=2)(C2C=CC=CC=2)C2C=CC=CC=2)=CC=1. The product is [Cl:1][C:2]1[CH:3]=[C:4]2[C:13](=[CH:14][N:15]=1)[C:12]1[N:8]([CH:9]=[C:10]([C:19]3[CH:20]=[CH:21][CH:22]=[CH:23][N:18]=3)[N:11]=1)[CH2:7][CH2:6][O:5]2. The yield is 0.870. (2) The reactants are [CH3:1][N:2]1[N:6]=[C:5]([CH:7]2[CH2:12][CH2:11][N:10]([C:13]3[CH:18]=[CH:17][C:16]([N+:19]([O-])=O)=[CH:15][CH:14]=3)[CH2:9][CH2:8]2)[O:4][C:3]1=[O:22].O.O.Cl[Sn]Cl. The catalyst is CO. The product is [NH2:19][C:16]1[CH:15]=[CH:14][C:13]([N:10]2[CH2:9][CH2:8][CH:7]([C:5]3[O:4][C:3](=[O:22])[N:2]([CH3:1])[N:6]=3)[CH2:12][CH2:11]2)=[CH:18][CH:17]=1. The yield is 0.880. (3) The reactants are [Br:1][C:2]1[CH:7]=[C:6]([NH:8][CH3:9])[C:5]([NH2:10])=[C:4]([CH3:11])[CH:3]=1.[N:12]([O-])=O.[Na+].[OH-].[Na+]. The catalyst is Cl.O. The product is [Br:1][C:2]1[CH:3]=[C:4]([CH3:11])[C:5]2[N:10]=[N:12][N:8]([CH3:9])[C:6]=2[CH:7]=1. The yield is 0.860. (4) The reactants are [C:1]([O:5][C:6]1[CH:11]=[CH:10][C:9]([C:12]#[CH:13])=[CH:8][CH:7]=1)([CH3:4])([CH3:3])[CH3:2].Br[C:15](Br)=[CH:16][C:17]1[CH:26]=[CH:25][C:20]([C:21]([O:23][CH3:24])=[O:22])=[CH:19][CH:18]=1. No catalyst specified. The product is [CH3:24][O:23][C:21](=[O:22])[C:20]1[CH:25]=[CH:26][C:17]([C:16]#[C:15][C:13]#[C:12][C:9]2[CH:8]=[CH:7][C:6]([O:5][C:1]([CH3:4])([CH3:3])[CH3:2])=[CH:11][CH:10]=2)=[CH:18][CH:19]=1. The yield is 0.230. (5) The reactants are Cl.[N+:2]([C:5]1[CH:10]=[CH:9][C:8]([CH2:11][CH2:12][NH2:13])=[CH:7][CH:6]=1)([O-:4])=[O:3].C(=O)([O-])[O-].[K+].[K+].[N+:20]([C:23]1[CH:32]=[CH:31][C:26]([O:27][CH2:28][CH2:29]Br)=[CH:25][CH:24]=1)([O-:22])=[O:21]. The catalyst is O.CC#N. The product is [N+:2]([C:5]1[CH:6]=[CH:7][C:8]([CH2:11][CH2:12][NH:13][CH2:29][CH2:28][O:27][C:26]2[CH:25]=[CH:24][C:23]([N+:20]([O-:22])=[O:21])=[CH:32][CH:31]=2)=[CH:9][CH:10]=1)([O-:4])=[O:3]. The yield is 0.270. (6) The reactants are [CH3:1][N:2]1[CH:6]=[C:5]([C:7]2[C:15]3[C:10](=[CH:11][N:12]=[C:13]([C:16]4[CH:17]=[N:18][N:19]([CH3:21])[CH:20]=4)[CH:14]=3)[N:9](C3CCCCO3)[N:8]=2)[CH:4]=[N:3]1.Cl. The catalyst is CO.O1CCOCC1. The product is [CH3:1][N:2]1[CH:6]=[C:5]([C:7]2[C:15]3[C:10](=[CH:11][N:12]=[C:13]([C:16]4[CH:17]=[N:18][N:19]([CH3:21])[CH:20]=4)[CH:14]=3)[NH:9][N:8]=2)[CH:4]=[N:3]1. The yield is 0.342. (7) The reactants are [CH3:1][O:2][C:3](=[O:18])[C:4]1[C:5](=[C:10]([CH3:17])[C:11]([CH2:15][CH3:16])=[CH:12][C:13]=1[OH:14])[C:6]([O:8][CH3:9])=[O:7].C(=O)([O-])[O-].[K+].[K+].[CH2:25](Br)[CH:26]=[CH2:27]. The catalyst is CN(C=O)C. The product is [CH3:1][O:2][C:3](=[O:18])[C:4]1[C:5](=[C:10]([CH3:17])[C:11]([CH2:15][CH3:16])=[CH:12][C:13]=1[O:14][CH2:27][CH:26]=[CH2:25])[C:6]([O:8][CH3:9])=[O:7]. The yield is 0.830. (8) The reactants are [Si]([O:18][CH2:19][CH2:20][CH:21]1[CH2:23][CH:22]1[C@@H:24]([NH:29][C:30](=[O:36])[O:31][C:32]([CH3:35])([CH3:34])[CH3:33])[CH2:25][CH:26]([CH3:28])[CH3:27])(C(C)(C)C)(C1C=CC=CC=1)C1C=CC=CC=1.CCCC[N+](CCCC)(CCCC)CCCC.[F-]. The catalyst is C1COCC1. The product is [OH:18][CH2:19][CH2:20][CH:21]1[CH2:23][CH:22]1[C@@H:24]([NH:29][C:30](=[O:36])[O:31][C:32]([CH3:33])([CH3:35])[CH3:34])[CH2:25][CH:26]([CH3:28])[CH3:27]. The yield is 0.880.